This data is from CYP2C19 inhibition data for predicting drug metabolism from PubChem BioAssay. The task is: Regression/Classification. Given a drug SMILES string, predict its absorption, distribution, metabolism, or excretion properties. Task type varies by dataset: regression for continuous measurements (e.g., permeability, clearance, half-life) or binary classification for categorical outcomes (e.g., BBB penetration, CYP inhibition). Dataset: cyp2c19_veith. (1) The molecule is Nc1ccc(CCN2CCN(c3cccc(C(F)(F)F)c3)CC2)cc1. The result is 1 (inhibitor). (2) The drug is CC(=O)c1ccc(-n2nnnc2SCC(=O)Nc2cccc(NC(=O)c3ccco3)c2)cc1. The result is 1 (inhibitor). (3) The compound is O=C(CSCc1ccccc1Cl)NNC(=S)Nc1ccccc1. The result is 1 (inhibitor).